From a dataset of Blood-brain barrier permeability classification from the B3DB database. Regression/Classification. Given a drug SMILES string, predict its absorption, distribution, metabolism, or excretion properties. Task type varies by dataset: regression for continuous measurements (e.g., permeability, clearance, half-life) or binary classification for categorical outcomes (e.g., BBB penetration, CYP inhibition). Dataset: b3db_classification. (1) The drug is Clc1ccc2c(c1)[C@H]1CNC[C@@H]1c1ccccc1O2. The result is 1 (penetrates BBB). (2) The result is 1 (penetrates BBB). The molecule is Cc1ccccc1-n1c(/C=C/c2ccccn2)nc2ccccc2c1=O. (3) The drug is CC(C)CCO[C@H](CN1CCCC1)c1ccccc1. The result is 1 (penetrates BBB). (4) The drug is O=C1CN2CCOC2(c2ccccc2Cl)c2cc(Cl)ccc2N1. The result is 1 (penetrates BBB). (5) The molecule is CN(C)[C@@H]1C(=O)C(C(=O)NCO)=C(O)[C@@]2(O)C(=O)C3=C(O)c4c(O)ccc(Cl)c4[C@@](C)(O)[C@H]3C[C@@H]12. The result is 0 (does not penetrate BBB).